Dataset: Full USPTO retrosynthesis dataset with 1.9M reactions from patents (1976-2016). Task: Predict the reactants needed to synthesize the given product. (1) Given the product [ClH:32].[CH3:1][C:2]1[CH:7]=[CH:6][CH:5]=[CH:4][C:3]=1[C:8]1[C:18]2[O:17][CH2:16][CH2:15][NH:14][CH2:13][C:12]=2[CH:11]=[CH:10][CH:9]=1, predict the reactants needed to synthesize it. The reactants are: [CH3:1][C:2]1[CH:7]=[CH:6][CH:5]=[CH:4][C:3]=1[C:8]1[C:18]2[O:17][CH2:16][CH2:15][N:14](C(OC(C)(C)C)=O)[CH2:13][C:12]=2[CH:11]=[CH:10][CH:9]=1.C(OCC)(=O)C.[ClH:32]. (2) Given the product [Cl:30][C:27]1[CH:26]=[CH:25][C:24]([C:20]2[CH:21]=[C:22]([F:23])[C:17]([C:16]#[C:15][C:12]3[CH:13]=[CH:14][C:9]([O:8][CH2:7][CH2:6][N:32]4[CH2:36][CH2:35][CH2:34][C@H:33]4[C:37]4([OH:40])[CH2:39][CH2:38]4)=[C:10]([CH3:31])[CH:11]=3)=[N:18][CH:19]=2)=[CH:29][CH:28]=1, predict the reactants needed to synthesize it. The reactants are: CS(O[CH2:6][CH2:7][O:8][C:9]1[CH:14]=[CH:13][C:12]([C:15]#[C:16][C:17]2[C:22]([F:23])=[CH:21][C:20]([C:24]3[CH:29]=[CH:28][C:27]([Cl:30])=[CH:26][CH:25]=3)=[CH:19][N:18]=2)=[CH:11][C:10]=1[CH3:31])(=O)=O.[NH:32]1[CH2:36][CH2:35][CH2:34][C@H:33]1[C:37]1([OH:40])[CH2:39][CH2:38]1. (3) Given the product [Cl:38][C:35]1[CH:36]=[CH:37][C:32]([C:30](=[O:31])[CH2:29][N:7]2[C:11]3[CH:12]=[CH:13][CH:14]=[CH:15][C:10]=3[N:9]=[C:8]2[NH:16][CH:17]2[CH2:22][CH2:21][N:20]([C:23]([O:25][CH2:26][CH3:27])=[O:24])[CH2:19][CH2:18]2)=[CH:33][CH:34]=1, predict the reactants needed to synthesize it. The reactants are: C([O-])([O-])=O.[K+].[K+].[NH:7]1[C:11]2[CH:12]=[CH:13][CH:14]=[CH:15][C:10]=2[N:9]=[C:8]1[NH:16][CH:17]1[CH2:22][CH2:21][N:20]([C:23]([O:25][CH2:26][CH3:27])=[O:24])[CH2:19][CH2:18]1.Br[CH2:29][C:30]([C:32]1[CH:37]=[CH:36][C:35]([Cl:38])=[CH:34][CH:33]=1)=[O:31].O. (4) Given the product [ClH:44].[ClH:44].[CH3:1][N:2]1[CH:6]=[C:5]([C:7]2[N:19]3[C:10]([C:11]4[CH:12]=[C:13]([C:38]5[CH:43]=[CH:42][CH:41]=[CH:40][CH:39]=5)[C:14]([C:20]5[CH:21]=[CH:22][C:23]([C:26]6([NH2:30])[CH2:27][CH2:28][CH2:29]6)=[CH:24][CH:25]=5)=[N:15][C:16]=4[CH:17]=[CH:18]3)=[N:9][N:8]=2)[N:4]=[CH:3]1, predict the reactants needed to synthesize it. The reactants are: [CH3:1][N:2]1[CH:6]=[C:5]([C:7]2[N:19]3[C:10]([C:11]4[CH:12]=[C:13]([C:38]5[CH:43]=[CH:42][CH:41]=[CH:40][CH:39]=5)[C:14]([C:20]5[CH:25]=[CH:24][C:23]([C:26]6([NH:30]C(=O)OC(C)(C)C)[CH2:29][CH2:28][CH2:27]6)=[CH:22][CH:21]=5)=[N:15][C:16]=4[CH:17]=[CH:18]3)=[N:9][N:8]=2)[N:4]=[CH:3]1.[ClH:44].CCOC(C)=O. (5) Given the product [CH3:28][O:29][C:30]1[CH:14]=[CH:15][C:6]([C:4]([C:6]2[C:15](=[O:16])[C:14]3[C:9](=[CH:10][CH:11]=[CH:12][CH:13]=3)[N:8]([CH2:17][C:18]3[CH:23]=[CH:22][CH:21]=[C:20]([CH3:24])[N:19]=3)[CH:7]=2)=[O:5])=[CH:4][C:26]=1[CH3:27], predict the reactants needed to synthesize it. The reactants are: CON(C)[C:4]([C:6]1[C:15](=[O:16])[C:14]2[C:9](=[CH:10][CH:11]=[CH:12][CH:13]=2)[N:8]([CH2:17][C:18]2[CH:23]=[CH:22][CH:21]=[C:20]([CH3:24])[N:19]=2)[CH:7]=1)=[O:5].[CH2:26]1[CH2:30][O:29][CH2:28][CH2:27]1. (6) Given the product [C:8]([C:5]1[CH:6]=[CH:7][C:2]([OH:1])=[C:3]([N:11]=[C:33]2[N:32]([CH2:25][C:26]3[CH:27]=[CH:28][CH:29]=[CH:30][CH:31]=3)[C:36](=[O:37])[C:35](=[C:38]3[N:42]([CH3:43])[C:41]4[CH:44]=[CH:45][CH:46]=[CH:47][C:40]=4[S:39]3)[S:34]2)[CH:4]=1)(=[O:10])[CH3:9], predict the reactants needed to synthesize it. The reactants are: [OH:1][C:2]1[CH:7]=[CH:6][C:5]([C:8](=[O:10])[CH3:9])=[CH:4][C:3]=1[N+:11]([O-])=O.C1(C)C=CC(S([O-])(=O)=O)=CC=1.[CH2:25]([N:32]1[C:36](=[O:37])[C:35](=[C:38]2[N:42]([CH3:43])[C:41]3[CH:44]=[CH:45][CH:46]=[CH:47][C:40]=3[S:39]2)[S:34][CH2+:33]1SC)[C:26]1[CH:31]=[CH:30][CH:29]=[CH:28][CH:27]=1.